Task: Predict the product of the given reaction.. Dataset: Forward reaction prediction with 1.9M reactions from USPTO patents (1976-2016) (1) The product is: [Br:1][C:2]1[CH:3]=[C:4]2[C:9](=[CH:10][CH:11]=1)[N:8]=[CH:7][C:6]([N+:12]([O-:14])=[O:13])=[C:5]2[Cl:18]. Given the reactants [Br:1][C:2]1[CH:3]=[C:4]2[C:9](=[CH:10][CH:11]=1)[N:8]=[CH:7][C:6]([N+:12]([O-:14])=[O:13])=[C:5]2O.O=P(Cl)(Cl)[Cl:18], predict the reaction product. (2) Given the reactants [F:1][C:2]1[CH:3]=[C:4]2[C:8](=[CH:9][CH:10]=1)[NH:7][C:6](=[O:11])[CH2:5]2.[C:12](OC(=O)C)(=[O:14])[CH3:13], predict the reaction product. The product is: [C:12]([N:7]1[C:8]2[C:4](=[CH:3][C:2]([F:1])=[CH:10][CH:9]=2)[CH2:5][C:6]1=[O:11])(=[O:14])[CH3:13]. (3) Given the reactants [CH3:1][S:2]([C:5]1[CH:10]=[CH:9][C:8]([CH:11]([C:19]2[NH:23][C:22]([C:24]3[S:28][C:27]([CH2:29][OH:30])=[N:26][N:25]=3)=[CH:21][CH:20]=2)[CH2:12][CH:13]2[CH2:18][CH2:17][O:16][CH2:15][CH2:14]2)=[CH:7][CH:6]=1)(=[O:4])=[O:3].CC(OI1(OC(C)=O)(OC(C)=O)OC(=O)C2C=CC=CC1=2)=O.C(=O)([O-])O.[Na+], predict the reaction product. The product is: [CH3:1][S:2]([C:5]1[CH:6]=[CH:7][C:8]([CH:11]([C:19]2[NH:23][C:22]([C:24]3[S:28][C:27]([CH:29]=[O:30])=[N:26][N:25]=3)=[CH:21][CH:20]=2)[CH2:12][CH:13]2[CH2:14][CH2:15][O:16][CH2:17][CH2:18]2)=[CH:9][CH:10]=1)(=[O:4])=[O:3]. (4) Given the reactants [CH3:1][C:2]1[O:6][N:5]=[CH:4][C:3]=1[C:7]([OH:9])=O.O=S(Cl)[Cl:12], predict the reaction product. The product is: [CH3:1][C:2]1[O:6][N:5]=[CH:4][C:3]=1[C:7]([Cl:12])=[O:9]. (5) Given the reactants C(N(CC)CC)C.Cl[C:9]([C:22]1[CH:27]=[CH:26][CH:25]=[CH:24][CH:23]=1)([C:16]1[CH:21]=[CH:20][CH:19]=[CH:18][CH:17]=1)[C:10]1[CH:15]=[CH:14][CH:13]=[CH:12][CH:11]=1.[NH:28]1[C:32]2[CH2:33][CH2:34][CH:35]([C:37]([O:39][CH3:40])=[O:38])[CH2:36][C:31]=2[N:30]=[CH:29]1.ClCCl, predict the reaction product. The product is: [C:9]([N:28]1[C:32]2[CH2:33][CH2:34][CH:35]([C:37]([O:39][CH3:40])=[O:38])[CH2:36][C:31]=2[N:30]=[CH:29]1)([C:22]1[CH:27]=[CH:26][CH:25]=[CH:24][CH:23]=1)([C:16]1[CH:21]=[CH:20][CH:19]=[CH:18][CH:17]=1)[C:10]1[CH:15]=[CH:14][CH:13]=[CH:12][CH:11]=1. (6) Given the reactants [CH2:1]([O:5][C:6]([C:8]1[N:9]=[C:10](Br)[C:11]2[C:16]([C:17]=1[OH:18])=[CH:15][C:14]([S:19][C:20]1[CH:25]=[CH:24][CH:23]=[CH:22][CH:21]=1)=[CH:13][CH:12]=2)=[O:7])[CH2:2][CH2:3][CH3:4].I, predict the reaction product. The product is: [CH2:1]([O:5][C:6]([C:8]1[N:9]=[CH:10][C:11]2[C:16]([C:17]=1[OH:18])=[CH:15][C:14]([S:19][C:20]1[CH:25]=[CH:24][CH:23]=[CH:22][CH:21]=1)=[CH:13][CH:12]=2)=[O:7])[CH2:2][CH2:3][CH3:4]. (7) Given the reactants C(O[C:6]([N:8]1[CH2:13][CH2:12][N:11]([C:14]2[C:15]3[NH:22][CH:21]=[CH:20][C:16]=3[N:17]=[CH:18][N:19]=2)[CH2:10][CH2:9]1)=[O:7])(C)(C)C.Cl.[NH:24]([C:37]([O:39][C:40]([CH3:43])([CH3:42])[CH3:41])=[O:38])[C@@H:25](C(O)=O)[CH2:26][C:27]1[CH:32]=[CH:31][C:30]([Cl:33])=[CH:29][CH:28]=1.C1C=CC2N(O)N=NC=2C=1.CCN=C=NCCCN(C)C, predict the reaction product. The product is: [C:40]([O:39][C:37](=[O:38])[NH:24][CH:25]([CH2:26][C:27]1[CH:32]=[CH:31][C:30]([Cl:33])=[CH:29][CH:28]=1)[C:6](=[O:7])[N:8]1[CH2:9][CH2:10][N:11]([C:14]2[C:15]3[NH:22][CH:21]=[CH:20][C:16]=3[N:17]=[CH:18][N:19]=2)[CH2:12][CH2:13]1)([CH3:43])([CH3:41])[CH3:42]. (8) Given the reactants [C:1]([O:5][C:6]([N:8]1[CH2:13][CH2:12][CH:11]([NH:14][S:15]([C:18]2[C:27]3[C:22](=[CH:23][CH:24]=[CH:25][CH:26]=3)[C:21](F)=[CH:20][CH:19]=2)(=[O:17])=[O:16])[CH2:10][CH2:9]1)=[O:7])([CH3:4])([CH3:3])[CH3:2].[C-:29]#[N:30].[Na+].CO, predict the reaction product. The product is: [C:1]([O:5][C:6]([N:8]1[CH2:13][CH2:12][CH:11]([NH:14][S:15]([C:18]2[C:27]3[C:22](=[CH:23][CH:24]=[CH:25][CH:26]=3)[C:21]([C:29]#[N:30])=[CH:20][CH:19]=2)(=[O:17])=[O:16])[CH2:10][CH2:9]1)=[O:7])([CH3:4])([CH3:3])[CH3:2].